From a dataset of Forward reaction prediction with 1.9M reactions from USPTO patents (1976-2016). Predict the product of the given reaction. (1) Given the reactants F[C:2]1[CH:20]=[CH:19][C:5]([C:6]([NH:8][C:9]2[N:10]=[C:11]3[CH:16]=[CH:15][C:14]([I:17])=[CH:13][N:12]3[CH:18]=2)=[O:7])=[CH:4][N:3]=1.[N:21]1([C:27]([O:29][C:30]([CH3:33])([CH3:32])[CH3:31])=[O:28])[CH2:26][CH2:25][NH:24][CH2:23][CH2:22]1, predict the reaction product. The product is: [I:17][C:14]1[CH:15]=[CH:16][C:11]2[N:12]([CH:18]=[C:9]([NH:8][C:6]([C:5]3[CH:19]=[CH:20][C:2]([N:24]4[CH2:23][CH2:22][N:21]([C:27]([O:29][C:30]([CH3:33])([CH3:32])[CH3:31])=[O:28])[CH2:26][CH2:25]4)=[N:3][CH:4]=3)=[O:7])[N:10]=2)[CH:13]=1. (2) Given the reactants [CH3:1][C:2]1[CH:10]=[CH:9][C:5]([C:6]([OH:8])=O)=[CH:4][C:3]=1[C:11]#[C:12][C:13]1[CH:18]=[CH:17][CH:16]=[CH:15][N:14]=1.[N:19]1([C:25]2[C:29]3[CH:30]=[CH:31][CH:32]=[CH:33][C:28]=3[O:27][N:26]=2)[CH2:24][CH2:23][NH:22][CH2:21][CH2:20]1.C(N(CC)CC)C.CCN=C=NCCCN(C)C.Cl.C1C=CC2N(O)N=NC=2C=1, predict the reaction product. The product is: [O:27]1[C:28]2[CH:33]=[CH:32][CH:31]=[CH:30][C:29]=2[C:25]([N:19]2[CH2:20][CH2:21][N:22]([C:6]([C:5]3[CH:9]=[CH:10][C:2]([CH3:1])=[C:3]([C:11]#[C:12][C:13]4[CH:18]=[CH:17][CH:16]=[CH:15][N:14]=4)[CH:4]=3)=[O:8])[CH2:23][CH2:24]2)=[N:26]1. (3) The product is: [F:1][C:2]([F:7])([F:6])[C:3]([OH:5])=[O:4].[Cl:15][C:16]1[CH:17]=[N:18][C:19]2[NH:20][C:21]3[CH:22]=[CH:23][CH:24]=[C:25]([CH:47]=3)[CH2:26][CH2:27][C:28]3[CH:36]=[C:32]([NH:33][C:34]=1[N:35]=2)[CH:31]=[CH:30][C:29]=3[NH:37][C:38](=[O:46])[CH2:39][CH:40]1[CH2:45][CH2:44][N:43]([C:50]([N:49]([CH3:53])[CH3:48])=[O:51])[CH2:42][CH2:41]1. Given the reactants [F:1][C:2]([F:7])([F:6])[C:3]([OH:5])=[O:4].FC(F)(F)C(O)=O.[Cl:15][C:16]1[CH:17]=[N:18][C:19]2[NH:20][C:21]3[CH:22]=[CH:23][CH:24]=[C:25]([CH:47]=3)[CH2:26][CH2:27][C:28]3[CH:36]=[C:32]([NH:33][C:34]=1[N:35]=2)[CH:31]=[CH:30][C:29]=3[NH:37][C:38](=[O:46])[CH2:39][CH:40]1[CH2:45][CH2:44][NH:43][CH2:42][CH2:41]1.[CH3:48][N:49]([CH3:53])[C:50](Cl)=[O:51], predict the reaction product. (4) Given the reactants [C:1]1([C:7]2[C:16]([C:17]([F:20])([F:19])[F:18])=[CH:15][C:14]3[C:9](=[CH:10][CH:11]=[CH:12][CH:13]=3)[C:8]=2[O:21][C:22]2[CH:29]=[CH:28][C:25](C=O)=[CH:24][CH:23]=2)[CH:6]=[CH:5][CH:4]=[CH:3][CH:2]=1.[C:30]([OH:36])(=[O:35])[CH2:31][C:32](O)=O.Cl, predict the reaction product. The product is: [C:1]1([C:7]2[C:16]([C:17]([F:20])([F:19])[F:18])=[CH:15][C:14]3[C:9](=[CH:10][CH:11]=[CH:12][CH:13]=3)[C:8]=2[O:21][C:22]2[CH:23]=[CH:24][C:25](/[CH:32]=[CH:31]/[C:30]([OH:36])=[O:35])=[CH:28][CH:29]=2)[CH:2]=[CH:3][CH:4]=[CH:5][CH:6]=1. (5) Given the reactants [F:1][C:2]1[CH:7]=[CH:6][C:5]([CH:8]([CH2:21][CH3:22])[CH2:9][C@:10]([OH:20])([C:16]([F:19])([F:18])[F:17])[C:11](OCC)=[O:12])=[C:4]([O:23][CH3:24])[C:3]=1[CH3:25].[H-].[Al+3].[Li+].[H-].[H-].[H-].C(OCC)(=O)C.O, predict the reaction product. The product is: [F:1][C:2]1[CH:7]=[CH:6][C:5]([CH:8]([CH2:21][CH3:22])[CH2:9][C:10]([OH:20])([C:16]([F:19])([F:18])[F:17])[CH:11]=[O:12])=[C:4]([O:23][CH3:24])[C:3]=1[CH3:25]. (6) Given the reactants C(P1(=O)OP(CCC)(=O)OP(CCC)(=O)O1)CC.[CH3:19][C@H:20]1[CH2:25][O:24][CH2:23][CH2:22][NH:21]1.[F:26][C:27]1[CH:32]=[CH:31][CH:30]=[CH:29][C:28]=1[C:33]1[CH:34]=[N:35][C:36]([N:39]2[C:47]3[C:42](=[CH:43][CH:44]=[C:45]([C:48](O)=[O:49])[CH:46]=3)[C:41]([S:51]([CH3:53])=[O:52])=[CH:40]2)=[N:37][CH:38]=1.C(=O)([O-])[O-].[Na+].[Na+], predict the reaction product. The product is: [F:26][C:27]1[CH:32]=[CH:31][CH:30]=[CH:29][C:28]=1[C:33]1[CH:34]=[N:35][C:36]([N:39]2[C:47]3[C:42](=[CH:43][CH:44]=[C:45]([C:48]([N:21]4[CH2:22][CH2:23][O:24][CH2:25][C@@H:20]4[CH3:19])=[O:49])[CH:46]=3)[C:41]([S:51]([CH3:53])=[O:52])=[CH:40]2)=[N:37][CH:38]=1. (7) Given the reactants COC1C=CC(S[Cl:10])=CC=1.[Cl:11][C:12]1[CH:17]=[C:16]([Cl:18])[CH:15]=[CH:14][C:13]=1[SH:19], predict the reaction product. The product is: [Cl:11][C:12]1[CH:17]=[C:16]([Cl:18])[CH:15]=[CH:14][C:13]=1[S:19][Cl:10]. (8) Given the reactants [OH:1][C:2]1[CH:10]=[C:9]([N+:11]([O-:13])=[O:12])[CH:8]=[CH:7][C:3]=1[C:4]([OH:6])=[O:5].S(OC)(O[CH3:18])(=O)=O.C(=O)([O-])[O-].[K+].[K+], predict the reaction product. The product is: [CH3:18][O:5][C:4](=[O:6])[C:3]1[CH:7]=[CH:8][C:9]([N+:11]([O-:13])=[O:12])=[CH:10][C:2]=1[OH:1]. (9) Given the reactants F[C:2]1[N:7]=[CH:6][C:5]([CH:8]=[O:9])=[CH:4][CH:3]=1.[F:10][C:11]([F:18])([F:17])[C:12]1[CH:16]=[CH:15][NH:14][N:13]=1.C(=O)([O-])[O-].[K+].[K+], predict the reaction product. The product is: [F:10][C:11]([F:18])([F:17])[C:12]1[CH:16]=[CH:15][N:14]([C:2]2[N:7]=[CH:6][C:5]([CH:8]=[O:9])=[CH:4][CH:3]=2)[N:13]=1. (10) Given the reactants [F:1][C:2]1[C:3]([C:9]2[N:13]([CH:14]([CH3:16])[CH3:15])[C:12]([CH3:17])=[N:11][CH:10]=2)=[N:4][C:5]([NH2:8])=[N:6][CH:7]=1.[Cl:18][C:19]1[CH:20]=[CH:21][C:22]([C:27]([N:29]2[CH2:34][CH2:33][N:32]([CH3:35])[CH2:31][CH2:30]2)=[O:28])=[C:23]([CH:26]=1)[C:24]#[N:25].C([O-])([O-])=O.[Cs+].[Cs+].CC(C1C=C(C(C)C)C(C2C=CC=CC=2P(C2CCCCC2)C2CCCCC2)=C(C(C)C)C=1)C.Cl, predict the reaction product. The product is: [ClH:18].[F:1][C:2]1[C:3]([C:9]2[N:13]([CH:14]([CH3:15])[CH3:16])[C:12]([CH3:17])=[N:11][CH:10]=2)=[N:4][C:5]([NH:8][C:19]2[CH:20]=[CH:21][C:22]([C:27]([N:29]3[CH2:34][CH2:33][N:32]([CH3:35])[CH2:31][CH2:30]3)=[O:28])=[C:23]([CH:26]=2)[C:24]#[N:25])=[N:6][CH:7]=1.